Dataset: Full USPTO retrosynthesis dataset with 1.9M reactions from patents (1976-2016). Task: Predict the reactants needed to synthesize the given product. Given the product [F:19][C:17]1[CH:16]=[N:15][C:14]2[N:20]([CH2:21][C:22]3[CH:27]=[CH:26][C:25]([O:28][CH3:29])=[CH:24][CH:23]=3)[C:9](=[O:3])[O:11][C:12](=[O:30])[C:13]=2[CH:18]=1, predict the reactants needed to synthesize it. The reactants are: ClC(OC(Cl)(Cl)Cl)=[O:3].[CH2:9]([O:11][C:12](=[O:30])[C:13]1[CH:18]=[C:17]([F:19])[CH:16]=[N:15][C:14]=1[NH:20][CH2:21][C:22]1[CH:27]=[CH:26][C:25]([O:28][CH3:29])=[CH:24][CH:23]=1)C.